Dataset: HIV replication inhibition screening data with 41,000+ compounds from the AIDS Antiviral Screen. Task: Binary Classification. Given a drug SMILES string, predict its activity (active/inactive) in a high-throughput screening assay against a specified biological target. (1) The result is 0 (inactive). The molecule is O=[N+]([O-])C=CCOCc1cc2c(cc1Br)OCO2. (2) The molecule is CCOc1cccc2ccc[n+](CC)c12.[I-]. The result is 0 (inactive). (3) The drug is O=c1c2ccccc2[se]n1-c1ccc(I)cc1. The result is 0 (inactive). (4) The molecule is O=C(O)COc1cccc2ccccc(=O)c12. The result is 0 (inactive). (5) The molecule is CCCCCCCCCCCCCCCCNC(=O)C(=Cc1ccc(Cl)c(Cl)c1)NC(=O)c1ccccc1. The result is 0 (inactive). (6) The molecule is CC1=C(C)SC(=C2Sc3c(n(C)c(=O)[nH]c3=O)S2)S1. The result is 0 (inactive). (7) The compound is COC(=O)C=Cc1c(=O)c(C(=O)OC)cn2cnc3[nH]cnc3c12. The result is 0 (inactive). (8) The compound is Nc1nc(N)c2nc(-c3ccco3)cnc2n1. The result is 0 (inactive). (9) The compound is c1ccc2c(c1)OCOc1ccccc1OCO2. The result is 0 (inactive).